This data is from Experimentally validated miRNA-target interactions with 360,000+ pairs, plus equal number of negative samples. The task is: Binary Classification. Given a miRNA mature sequence and a target amino acid sequence, predict their likelihood of interaction. (1) The miRNA is mmu-miR-3073a-5p with sequence GUGGUCACAGUUGGCGCCAGCC. The protein sequence of the target gene is MEAETGSTMETGKGTNRGIRIALALFIGGTLVLGTLLFLVSQGLLSFQAKQEYCLKPECIEAAAAIMSKVNLSVDPCENFFRFACDGWISNNPIPEDMPSYGVYPWLRHNVDLKLKALLEKSVSRRRDTEAVQKAKILYSSCMNEKAIEKADAKPLLHILRHSPFRWPVLEANIGPEGVWSERKFSLLQTLATFRGQYSNSVFIRLYVSPDDKASNEHILKLDQATLSLAVREDFLDNTTEAKSYRDALYKFMVDTAVLLGANSSRAEHDMKSVLRLEIKIAEIMIPHENRTSEAMYNKM.... Result: 0 (no interaction). (2) The miRNA is hsa-miR-3120-5p with sequence CCUGUCUGUGCCUGCUGUACA. The protein sequence of the target gene is MPTAESEAKVKTKVRFEELLKTHSDLMREKKKLKKKLVRSEENISPDTIRSNLHYMKETTSDDPDTIRSNLPHIKETTSDDVSAANTNNLKKSTRVTKNKLRNTQLATENPNGDASVEEDKQGKPNKKVIKTVPQLTTQDLKPETPENKVDSTHQKTHTKPQPGVDHQKSEKANEGREETDLEEDEELMQAYQCHVTEEMAKEIKRKIRKKLKEQLTYFPSDTLFHDDKLSSEKRKKKKEVPVFSKAETSTLTISGDTVEGEQKKESSVRSVSSDSHQDDEISSMEQSTEDSMQDDTKPK.... Result: 0 (no interaction). (3) The miRNA is hsa-miR-377-3p with sequence AUCACACAAAGGCAACUUUUGU. The protein sequence of the target gene is MIDTLRPVPFASEMAISKTVAWLNEQLELGNERLLLMDCRPQELYESSHIESAINVAIPGIMLRRLQKGNLPVRALFTRGEDRDRFTRRCGTDTVVLYDESSSDWNENTGGESVLGLLLKKLKDEGCRAFYLEGGFSKFQAEFSLHCETNLDGSCSSSSPPLPVLGLGGLRISSDSSSDIESDLDRDPNSATDSDGSPLSNSQPSFPVEILPFLYLGCAKDSTNLDVLEEFGIKYILNVTPNLPNLFENAGEFKYKQIPISDHWSQNLSQFFPEAISFIDEARGKNCGVLVHCLAGISRS.... Result: 1 (interaction).